From a dataset of Reaction yield outcomes from USPTO patents with 853,638 reactions. Predict the reaction yield, written as a fraction of the theoretical maximum amount of product (1.0 means a 100% yield; for example, 0.34 means a 34% yield). The reactants are [NH:1]1[CH:5]=[CH:4][N:3]=[C:2]1[NH:6][C:7]([C:9]1[C:17]2[N:16]=[C:15]([NH:18][C:19]([C:21]3[CH:22]=[C:23]4[C:28](=[CH:29][CH:30]=3)[CH2:27][NH:26][CH2:25][CH2:24]4)=[O:20])[NH:14][C:13]=2[CH:12]=[CH:11][CH:10]=1)=[O:8].[CH:31](=O)[C:32]1[CH:37]=[CH:36][CH:35]=[CH:34][CH:33]=1.C(O[BH-](OC(=O)C)OC(=O)C)(=O)C.[Na+]. The catalyst is CN(C=O)C. The product is [NH:3]1[CH:4]=[CH:5][N:1]=[C:2]1[NH:6][C:7]([C:9]1[C:17]2[N:16]=[C:15]([NH:18][C:19]([C:21]3[CH:22]=[C:23]4[C:28](=[CH:29][CH:30]=3)[CH2:27][N:26]([CH2:31][C:32]3[CH:37]=[CH:36][CH:35]=[CH:34][CH:33]=3)[CH2:25][CH2:24]4)=[O:20])[NH:14][C:13]=2[CH:12]=[CH:11][CH:10]=1)=[O:8]. The yield is 0.490.